The task is: Binary Classification. Given a miRNA mature sequence and a target amino acid sequence, predict their likelihood of interaction.. This data is from Experimentally validated miRNA-target interactions with 360,000+ pairs, plus equal number of negative samples. (1) The miRNA is hsa-miR-4458 with sequence AGAGGUAGGUGUGGAAGAA. The protein sequence of the target gene is MLPFLSMLVLLVQPLGNLGAEMKSLSQRSVPNTCTLVMCSPTENGLPGRDGRDGREGPRGEKGDPGLPGPMGLSGLQGPTGPVGPKGENGSAGEPGPKGERGLSGPPGLPGIPGPAGKEGPSGKQGNIGPQGKPGPKGEAGPKGEVGAPGMQGSTGAKGSTGPKGERGAPGVQGAPGNAGAAGPAGPAGPQGAPGSRGPPGLKGDRGVPGDRGIKGESGLPDSAALRQQMEALKGKLQRLEVAFSHYQKAALFPDGRSVGDKIFRTADSEKPFEDAQEMCKQAGGQLASPRSATENAAIQ.... Result: 0 (no interaction). (2) The miRNA is hsa-miR-6847-3p with sequence GGCUCAUGUGUCUGUCCUCUUC. The protein sequence of the target gene is MTGEKIRSLRRDHKPSKEEGDLLEPGDEEAAAALGGTFTRSRIGKGGKACHKIFSNHHHRLQLKAAPASSNPPGAPALPLHNSSVTANSQSPALLAGTNPVAVVADGGSCPAHYPVHECVFKGDVRRLSSLIRTHNIGQKDNHGNTPLHLAVMLGNKECAHLLLAHNAPVKVKNAQGWSPLAEAISYGDRQMITALLRKLKQQSRESVEEKRPRLLKALKELGDFYLELHWDFQSWVPLLSRILPSDACKIYKQGINIRLDTTLIDFTDMKCQRGDLSFIFNGDAAPSESFVVLDNEQKV.... Result: 0 (no interaction). (3) The miRNA is hsa-miR-17-5p with sequence CAAAGUGCUUACAGUGCAGGUAG. The protein sequence of the target gene is MDSFKVVLEGPAPWGFRLQGGKDFNVPLSISRLTPGGKAAQAGVAVGDWVLSIDGENAGSLTHIEAQNKIRACGERLSLGLSRAQPVQSKPQKASAPAADPPRYTFAPSVSLNKTARPFGAPPPADSAPQQNGQPLRPLVPDASKQRLMENTEDWRPRPGTGQSRSFRILAHLTGTEFMQDPDEEHLKKSSQVPRTEAPAPASSTPQEPWPGPTAPSPTSRPPWAVDPAFAERYAPDKTSTVLTRHSQPATPTPLQSRTSIVQAAAGGVPGGGSNNGKTPVCHQCHKVIRGRYLVALGHA.... Result: 1 (interaction). (4) The miRNA is hsa-miR-125b-5p with sequence UCCCUGAGACCCUAACUUGUGA. The protein sequence of the target gene is MDTAEDPAWLQLLQKDSSPPGPRPTAFFCPQDGSLGAGSSAMRDYCPSQQKASPAPPRHTPDQSPGMESRHRSPSGAGEGASCSDGPRGSLACPSPTCFSPQESPSKETLEAHGASISGTPEATTSGKPEPVSSVKTEPKSSDDRNPMFLEKMDFKSSKQADSTSIGKEDPGSSRKADPMFTGKAEPEILGKGDPVAPGRMDPMTVRKEDLGSLGKVDPLCSSKTYTVSPRKEDPGSLRKVDPVSSDKVDPVFPRKEEPRYSGKEHPVSSEKVAPTSAEKVDLVLSGKRDPGPSGKADPM.... Result: 1 (interaction). (5) The miRNA is hsa-miR-155-5p with sequence UUAAUGCUAAUCGUGAUAGGGGUU. The protein sequence of the target gene is MGKDYYQTLGLARGASDEEIKRAYRRQALRYHPDKNKEPGAEEKFKEIAEAYDVLSDPRKREIFDRYGEEGLKGSGPSGGSGGGANGTSFSYTFHGDPHAMFAEFFGGRNPFDTFFGQRNGEEGMDIDDPFSGFPMGMGGFTNVNFGRSRSAQEPARKKQDPPVTHDLRVSLEEIYSGCTKKMKISHKRLNPDGKSIRNEDKILTIEVKKGWKEGTKITFPKEGDQTSNNIPADIVFVLKDKPHNIFKRDGSDVIYPARISLREALCGCTVNVPTLDGRTIPVVFKDVIRPGMRRKVPGE.... Result: 1 (interaction). (6) The miRNA is mmu-miR-326-5p with sequence GGGGGCAGGGCCUUUGUGAAGGCG. The protein sequence of the target gene is MKWLLFFGALIGAGICGRDKFFGDQVFRINVRNGDEIRKLTELVNSDHLKLSVWKSPSTFDRPVDILVPSVSLLPVKSFLKSQGLDYSVTIEDLQALLDNEDEEMQHNEGIERSGDFNYGAYHPLEAIYHEMDSIATDFPELVSRVKIGETFEKRPMYVLKFSTGGGKKRPAIWLNAGIHAREWISQATAIWTARKIVTDYKKDPAITSILKKVDIFLLPVANPDGYVYTQSQNRLWRKTRSRNPGSRCVGADPNRNWNASFAGEGTSDNPCSEVYHGSHPNSEVEVKSVVDFIQKHGNF.... Result: 0 (no interaction). (7) The miRNA is hsa-miR-34c-5p with sequence AGGCAGUGUAGUUAGCUGAUUGC. The protein sequence of the target gene is MAPKRAKRRTVEGGSSSVFSMFDQTQIQEFKEAFTVIDQNRDGIIDKEDLRDTFAAMGRLNVKNEELDAMMKEASGPINFTVFLTMFGEKLKGADPEDVITGAFKVLDPEGKGTIKKKFLEELLTTQCDRFSQEEIKNMWAAFPPDVGGNVDYKNICYVITHGDAKDQE. Result: 0 (no interaction).